Dataset: Reaction yield outcomes from USPTO patents with 853,638 reactions. Task: Predict the reaction yield, written as a fraction of the theoretical maximum amount of product (1.0 means a 100% yield; for example, 0.34 means a 34% yield). (1) The reactants are [C:1](Cl)(=[O:8])[C:2]1[CH:7]=[CH:6][CH:5]=[N:4][CH:3]=1.[Cl:10][C:11]1[CH:12]=[C:13]2[C:18](=[CH:19][N:20]=1)[CH2:17][NH:16][CH2:15][CH2:14]2.C(N(CC)CC)C. The catalyst is C1COCC1. The product is [Cl:10][C:11]1[CH:12]=[C:13]2[C:18](=[CH:19][N:20]=1)[CH2:17][N:16]([C:1]([C:2]1[CH:3]=[N:4][CH:5]=[CH:6][CH:7]=1)=[O:8])[CH2:15][CH2:14]2. The yield is 0.733. (2) The reactants are [N:1]1([C:6]2[CH:13]=[CH:12][C:9]([CH:10]=O)=[CH:8][CH:7]=2)[CH:5]=[N:4][CH:3]=[N:2]1.[C:14]([O-])([O-])=O.[K+].[K+]. The catalyst is O1CCOCC1.[Br-].C[P+](C1C=CC=CC=1)(C1C=CC=CC=1)C1C=CC=CC=1. The product is [CH:10]([C:9]1[CH:12]=[CH:13][C:6]([N:1]2[CH:5]=[N:4][CH:3]=[N:2]2)=[CH:7][CH:8]=1)=[CH2:14]. The yield is 0.630. (3) The reactants are [OH-].[Li+].[Br:3][C:4]1[N:8]([C:9]2[C:18]3[C:13](=[CH:14][CH:15]=[CH:16][CH:17]=3)[C:12]([C:19]#[N:20])=[CH:11][CH:10]=2)[C:7]([S:21][CH2:22][C:23]([O:25]CC)=[O:24])=[N:6][CH:5]=1. The catalyst is C1COCC1.C(O)C.O. The product is [Br:3][C:4]1[N:8]([C:9]2[C:18]3[C:13](=[CH:14][CH:15]=[CH:16][CH:17]=3)[C:12]([C:19]#[N:20])=[CH:11][CH:10]=2)[C:7]([S:21][CH2:22][C:23]([OH:25])=[O:24])=[N:6][CH:5]=1. The yield is 1.00. (4) The reactants are [F:1][C:2]1[C:10]([C:11]2[CH:16]=[CH:15][C:14]([O:17][CH2:18][CH2:19][OH:20])=[CH:13][CH:12]=2)=[C:9]([F:21])[CH:8]=[C:7]2[C:3]=1[C:4]([CH:22]=[O:23])=[CH:5][NH:6]2.Cl([O-])=[O:25].[Na+].P([O-])(O)(O)=O.[Na+].S([O-])([O-])=O.[Na+].[Na+]. The catalyst is C(#N)C.C(O)(C)(C)C.CC(=CC)C.O. The product is [F:1][C:2]1[C:10]([C:11]2[CH:12]=[CH:13][C:14]([O:17][CH2:18][CH2:19][OH:20])=[CH:15][CH:16]=2)=[C:9]([F:21])[CH:8]=[C:7]2[C:3]=1[C:4]([C:22]([OH:25])=[O:23])=[CH:5][NH:6]2. The yield is 0.290. (5) The reactants are [NH2:1][C:2]1[CH:3]=[C:4]2[C:8](=[CH:9][CH:10]=1)[N:7]([CH2:11][C:12]1[CH:17]=[CH:16][CH:15]=[CH:14][CH:13]=1)[C:6]([C:18]([O:20][CH2:21][CH3:22])=[O:19])=[C:5]2[C:23]1[CH:28]=[CH:27][CH:26]=[CH:25][CH:24]=1.CO[CH:31]1[CH2:35][CH2:34][CH:33](OC)O1. The catalyst is C(O)(=O)C. The product is [CH2:11]([N:7]1[C:8]2[C:4](=[CH:3][C:2]([N:1]3[CH:31]=[CH:35][CH:34]=[CH:33]3)=[CH:10][CH:9]=2)[C:5]([C:23]2[CH:24]=[CH:25][CH:26]=[CH:27][CH:28]=2)=[C:6]1[C:18]([O:20][CH2:21][CH3:22])=[O:19])[C:12]1[CH:17]=[CH:16][CH:15]=[CH:14][CH:13]=1. The yield is 0.950. (6) The reactants are C[Si]([N-][Si](C)(C)C)(C)C.[Na+].C(OC([N:18]1[C:22]([NH2:23])=[CH:21][C:20]([CH2:24][CH2:25][C:26]2[CH:31]=[C:30]([O:32][CH3:33])[CH:29]=[C:28]([O:34][CH3:35])[CH:27]=2)=[N:19]1)=O)(C)(C)C.[OH:36][CH2:37][CH2:38][O:39][C:40]1[CH:49]=[CH:48][C:43]([C:44](OC)=[O:45])=[CH:42][CH:41]=1. The catalyst is C1COCC1. The product is [CH3:33][O:32][C:30]1[CH:31]=[C:26]([CH2:25][CH2:24][C:20]2[NH:19][N:18]=[C:22]([NH:23][C:44](=[O:45])[C:43]3[CH:42]=[CH:41][C:40]([O:39][CH2:38][CH2:37][OH:36])=[CH:49][CH:48]=3)[CH:21]=2)[CH:27]=[C:28]([O:34][CH3:35])[CH:29]=1. The yield is 0.120. (7) The reactants are [Cl:1][C:2]1[C:10]([NH:11][S:12]([C:15]2[S:16][CH:17]=[CH:18][CH:19]=2)(=[O:14])=[O:13])=[C:9]2[C:5]([CH:6]=[C:7]([C:20]([NH2:22])=O)[NH:8]2)=[CH:4][CH:3]=1.COC1C=CC(P2(SP(C3C=CC(OC)=CC=3)(=S)S2)=[S:32])=CC=1. The catalyst is O1CCCC1. The product is [Cl:1][C:2]1[C:10]([NH:11][S:12]([C:15]2[S:16][CH:17]=[CH:18][CH:19]=2)(=[O:14])=[O:13])=[C:9]2[C:5]([CH:6]=[C:7]([C:20](=[S:32])[NH2:22])[NH:8]2)=[CH:4][CH:3]=1. The yield is 0.910.